This data is from Catalyst prediction with 721,799 reactions and 888 catalyst types from USPTO. The task is: Predict which catalyst facilitates the given reaction. (1) Reactant: [ClH:1].[CH3:2][C:3]1[C:4]2[CH2:5][N:6](CC3C=CC=CC=3)[C@@H:7]3[C@@H:12]([C:13]=2[CH:14]=[CH:15][CH:16]=1)[C:11]1[CH:17]=[C:18]([O:23][CH3:24])[C:19]([O:21][CH3:22])=[CH:20][C:10]=1[CH2:9][CH2:8]3. Product: [ClH:1].[CH3:2][C:3]1[C:4]2[CH2:5][NH:6][C@@H:7]3[C@@H:12]([C:13]=2[CH:14]=[CH:15][CH:16]=1)[C:11]1[CH:17]=[C:18]([O:23][CH3:24])[C:19]([O:21][CH3:22])=[CH:20][C:10]=1[CH2:9][CH2:8]3. The catalyst class is: 29. (2) Reactant: [ClH:1].[CH3:2][S:3][C:4]1[S:8][C:7]([C:9]([NH2:11])=[NH:10])=[CH:6][C:5]=1[C:12]1[O:13][CH:14]=[C:15]([C:17]2[CH:22]=[CH:21][CH:20]=[CH:19][CH:18]=2)[N:16]=1.CSC1SC(C(OC)=O)=CC=1C1OC=C(C2C=CC=CC=2)N=1.[Cl-].[NH4+].C[Al](C)C. Product: [ClH:1].[ClH:1].[CH3:2][S:3][C:4]1[S:8][C:7]([C:9]([NH2:11])=[NH:10])=[CH:6][C:5]=1[C:12]1[O:13][CH:14]=[C:15]([C:17]2[CH:22]=[CH:21][CH:20]=[CH:19][CH:18]=2)[N:16]=1. The catalyst class is: 11. (3) Reactant: C(Cl)CCl.[S:5]([CH:9]1[CH2:14][CH2:13][N:12](C(OC(C)(C)C)=O)[CH2:11][CH2:10]1)(=[O:8])(=[O:7])[NH2:6].[Cl:22][C:23]1[CH:31]=[C:30]2[C:26]([C:27]([CH2:35][CH2:36][CH2:37][O:38][C:39]3[CH:44]=[C:43]([CH3:45])[C:42]([Cl:46])=[C:41]([CH3:47])[CH:40]=3)=[C:28]([C:32](O)=[O:33])[NH:29]2)=[CH:25][CH:24]=1. Product: [Cl:22][C:23]1[CH:31]=[C:30]2[C:26]([C:27]([CH2:35][CH2:36][CH2:37][O:38][C:39]3[CH:40]=[C:41]([CH3:47])[C:42]([Cl:46])=[C:43]([CH3:45])[CH:44]=3)=[C:28]([C:32]([NH:6][S:5]([CH:9]3[CH2:10][CH2:11][NH:12][CH2:13][CH2:14]3)(=[O:7])=[O:8])=[O:33])[NH:29]2)=[CH:25][CH:24]=1. The catalyst class is: 79.